Dataset: Forward reaction prediction with 1.9M reactions from USPTO patents (1976-2016). Task: Predict the product of the given reaction. (1) The product is: [Cl:35][C:31]1[C:30]([C:36]([F:37])([F:38])[F:39])=[C:29]([CH:34]=[CH:33][CH:32]=1)[CH2:28][N:13]1[C:14](=[O:22])[C:15]([C:17]([O:19][CH2:20][CH3:21])=[O:18])=[CH:16][N:11]([C:9]2[CH:8]=[CH:7][C:6]3[N:2]([CH3:1])[S:3](=[O:25])(=[O:26])[N:4]([CH3:24])[C:5]=3[CH:10]=2)[C:12]1=[O:23]. Given the reactants [CH3:1][N:2]1[C:6]2[CH:7]=[CH:8][C:9]([N:11]3[CH:16]=[C:15]([C:17]([O:19][CH2:20][CH3:21])=[O:18])[C:14](=[O:22])[NH:13][C:12]3=[O:23])=[CH:10][C:5]=2[N:4]([CH3:24])[S:3]1(=[O:26])=[O:25].Br[CH2:28][C:29]1[CH:34]=[CH:33][CH:32]=[C:31]([Cl:35])[C:30]=1[C:36]([F:39])([F:38])[F:37], predict the reaction product. (2) The product is: [C:21]([O:20][C:18]([N:1]1[C:5]2[CH:6]=[CH:7][CH:8]=[C:9]([CH2:10][OH:11])[C:4]=2[N:3]=[CH:2]1)=[O:17])([CH3:24])([CH3:23])[CH3:22]. Given the reactants [NH:1]1[C:5]2[CH:6]=[CH:7][CH:8]=[C:9]([CH2:10][OH:11])[C:4]=2[N:3]=[CH:2]1.C(=O)(O)[O-].[Na+].[O:17](C(OC(C)(C)C)=O)[C:18]([O:20][C:21]([CH3:24])([CH3:23])[CH3:22])=O, predict the reaction product. (3) Given the reactants [F:1][C:2]([F:18])([F:17])[C:3]1[CH:4]=[CH:5][C:6]([C:9]2[CH:16]=[CH:15][C:12]([CH:13]=O)=[CH:11][CH:10]=2)=[N:7][CH:8]=1.[CH3:19][C:20]([S@@:23]([NH2:25])=[O:24])([CH3:22])[CH3:21], predict the reaction product. The product is: [CH3:19][C:20]([S@@:23](/[N:25]=[CH:13]/[C:12]1[CH:15]=[CH:16][C:9]([C:6]2[CH:5]=[CH:4][C:3]([C:2]([F:18])([F:17])[F:1])=[CH:8][N:7]=2)=[CH:10][CH:11]=1)=[O:24])([CH3:22])[CH3:21]. (4) Given the reactants C[O:2][C:3](=[O:27])[CH2:4][C:5]1[CH:6]=[C:7]([C:13]2[CH:18]=[CH:17][C:16]([C:19]([F:22])([F:21])[F:20])=[CH:15][C:14]=2[CH2:23][NH:24][CH2:25][CH3:26])[C:8]([O:11][CH3:12])=[CH:9][CH:10]=1.[Cl:28][C:29]1[CH:39]=[CH:38][C:32]([O:33][CH2:34][C:35](Cl)=[O:36])=[CH:31][CH:30]=1, predict the reaction product. The product is: [Cl:28][C:29]1[CH:39]=[CH:38][C:32]([O:33][CH2:34][C:35]([N:24]([CH2:23][C:14]2[CH:15]=[C:16]([C:19]([F:21])([F:22])[F:20])[CH:17]=[CH:18][C:13]=2[C:7]2[C:8]([O:11][CH3:12])=[CH:9][CH:10]=[C:5]([CH2:4][C:3]([OH:27])=[O:2])[CH:6]=2)[CH2:25][CH3:26])=[O:36])=[CH:31][CH:30]=1. (5) Given the reactants [CH3:1][O:2][C:3]1[CH:24]=[CH:23][C:6]2[C:7]([C:17]3[CH:22]=[CH:21][CH:20]=[CH:19][CH:18]=3)=[CH:8][C:9]3([O:16][C:5]=2[CH:4]=1)[CH2:14][CH2:13][N:12](C)[CH2:11][CH2:10]3.C(=O)([O-])[O-].[K+].[K+].ClC(OC(Cl)C)=O, predict the reaction product. The product is: [CH3:1][O:2][C:3]1[CH:24]=[CH:23][C:6]2[C:7]([C:17]3[CH:18]=[CH:19][CH:20]=[CH:21][CH:22]=3)=[CH:8][C:9]3([O:16][C:5]=2[CH:4]=1)[CH2:10][CH2:11][NH:12][CH2:13][CH2:14]3. (6) Given the reactants [CH3:1][O:2][C:3](=[O:27])[C:4]([O:7][C:8]1[C:13](/[CH:14]=[C:15]2\[C:16](=[O:25])[NH:17][C:18]3[C:23]\2=[CH:22][CH:21]=[C:20]([Cl:24])[CH:19]=3)=[CH:12][C:11]([Cl:26])=[CH:10][N:9]=1)([CH3:6])[CH3:5].[C:28]([O:32][C:33](O[C:33]([O:32][C:28]([CH3:31])([CH3:30])[CH3:29])=[O:34])=[O:34])([CH3:31])([CH3:30])[CH3:29], predict the reaction product. The product is: [C:28]([O:32][C:33]([N:17]1[C:18]2[C:23](=[CH:22][CH:21]=[C:20]([Cl:24])[CH:19]=2)/[C:15](=[CH:14]/[C:13]2[C:8]([O:7][C:4]([C:3]([O:2][CH3:1])=[O:27])([CH3:6])[CH3:5])=[N:9][CH:10]=[C:11]([Cl:26])[CH:12]=2)/[C:16]1=[O:25])=[O:34])([CH3:31])([CH3:30])[CH3:29]. (7) Given the reactants C([O:8][C:9]1[CH:10]=[C:11]2[C:16](=[CH:17][CH:18]=1)[CH:15]([C:19]1[CH:24]=[CH:23][C:22]([O:25][CH2:26][CH2:27][N:28]3[CH2:32][CH2:31][CH2:30][CH2:29]3)=[CH:21][CH:20]=1)[N:14]([C:33]([C:35]1[CH:40]=[CH:39][CH:38]=[CH:37][CH:36]=1)=[O:34])[CH2:13][CH2:12]2)C1C=CC=CC=1.C([O-])=O.[NH4+], predict the reaction product. The product is: [OH:8][C:9]1[CH:10]=[C:11]2[C:16](=[CH:17][CH:18]=1)[CH:15]([C:19]1[CH:20]=[CH:21][C:22]([O:25][CH2:26][CH2:27][N:28]3[CH2:29][CH2:30][CH2:31][CH2:32]3)=[CH:23][CH:24]=1)[N:14]([C:33]([C:35]1[CH:36]=[CH:37][CH:38]=[CH:39][CH:40]=1)=[O:34])[CH2:13][CH2:12]2.